Dataset: Full USPTO retrosynthesis dataset with 1.9M reactions from patents (1976-2016). Task: Predict the reactants needed to synthesize the given product. (1) Given the product [CH3:1][O:2][CH:3]=[CH2:4].[CH:5]1[C:10](=[O:11])[O:9][C:7](=[O:8])[CH:6]=1.[C:23]1([CH2:22][NH-:19])[C:3]2[C:4](=[CH:13][CH:14]=[CH:15][CH:16]=2)[CH:10]=[CH:5][CH:6]=1, predict the reactants needed to synthesize it. The reactants are: [CH3:1][O:2][CH:3]=[CH2:4].[CH:5]1[C:10](=[O:11])[O:9][C:7](=[O:8])[CH:6]=1.O1[CH2:16][CH2:15][CH2:14][CH2:13]1.C([N:19]([CH2:22][CH3:23])CC)C.[OH-].[Na+]. (2) The reactants are: C([SiH](CC)CC)C.FC(F)(F)C(O)=O.O[CH:16]([C:27]1[C:28]([C:38]2[CH:42]=[CH:41][S:40][CH:39]=2)=[N:29][N:30]2[CH:35]=[C:34]([O:36][CH3:37])[CH:33]=[CH:32][C:31]=12)[C:17]1[N:22]=[C:21]([C:23]([O:25][CH3:26])=[O:24])[CH:20]=[CH:19][CH:18]=1.C(=O)(O)[O-].[Na+]. Given the product [CH3:37][O:36][C:34]1[CH:33]=[CH:32][C:31]2[N:30]([N:29]=[C:28]([C:38]3[CH:42]=[CH:41][S:40][CH:39]=3)[C:27]=2[CH2:16][C:17]2[N:22]=[C:21]([C:23]([O:25][CH3:26])=[O:24])[CH:20]=[CH:19][CH:18]=2)[CH:35]=1, predict the reactants needed to synthesize it.